From a dataset of Full USPTO retrosynthesis dataset with 1.9M reactions from patents (1976-2016). Predict the reactants needed to synthesize the given product. (1) Given the product [CH3:9][O:11][C:12](=[O:27])[CH:13]([N:14]1[C:18]([C:19]([F:21])([F:22])[F:20])=[CH:17][C:16]([C:23]([F:26])([F:24])[F:25])=[N:15]1)[C:3]([O:6][CH3:7])=[O:8], predict the reactants needed to synthesize it. The reactants are: [H-].[Na+].[C:3](=[O:8])([O:6][CH3:7])OC.[CH2:9]([O:11][C:12](=[O:27])[CH2:13][N:14]1[C:18]([C:19]([F:22])([F:21])[F:20])=[CH:17][C:16]([C:23]([F:26])([F:25])[F:24])=[N:15]1)C.Cl. (2) Given the product [NH2:1][C:2]1[N:7]=[CH:6][N:5]=[C:4]2[N:8]([CH:13]([C:15]3[C:16]([O:34][CH3:35])=[C:17]([CH:23]4[CH2:24][N:25]([C:27]([O:29][C:30]([CH3:33])([CH3:32])[CH3:31])=[O:28])[CH2:26]4)[C:18]([F:22])=[C:19]([Cl:21])[CH:20]=3)[CH3:14])[N:9]=[C:10]([CH:11]([OH:40])[CH2:12][OH:44])[C:3]=12, predict the reactants needed to synthesize it. The reactants are: [NH2:1][C:2]1[N:7]=[CH:6][N:5]=[C:4]2[N:8]([CH:13]([C:15]3[C:16]([O:34][CH3:35])=[C:17]([CH:23]4[CH2:26][N:25]([C:27]([O:29][C:30]([CH3:33])([CH3:32])[CH3:31])=[O:28])[CH2:24]4)[C:18]([F:22])=[C:19]([Cl:21])[CH:20]=3)[CH3:14])[N:9]=[C:10]([CH:11]=[CH2:12])[C:3]=12.C[N+]1([O-])CC[O:40]CC1.[OH2:44]. (3) Given the product [CH3:20][O:21][C:22]1[CH:23]=[C:24]([CH:46]=[CH:47][C:48]=1[N:49]1[CH:53]=[C:52]([CH3:54])[N:51]=[CH:50]1)/[CH:25]=[C:26]1/[C:27](=[O:45])[N:28]2[C@@H:33]([CH2:34][CH2:35]/1)[CH2:32][CH2:31][CH2:30][C@H:29]2[C:36]1[CH:37]=[CH:38][C:39]([C:40]([N:4]([CH3:5])[CH3:1])=[O:42])=[CH:43][CH:44]=1, predict the reactants needed to synthesize it. The reactants are: [CH:1]([N:4](C(C)C)[CH2:5]C)(C)C.C1C=CC2N(O)N=NC=2C=1.[CH3:20][O:21][C:22]1[CH:23]=[C:24]([CH:46]=[CH:47][C:48]=1[N:49]1[CH:53]=[C:52]([CH3:54])[N:51]=[CH:50]1)/[CH:25]=[C:26]1/[C:27](=[O:45])[N:28]2[C@@H:33]([CH2:34][CH2:35]/1)[CH2:32][CH2:31][CH2:30][C@H:29]2[C:36]1[CH:44]=[CH:43][C:39]([C:40]([OH:42])=O)=[CH:38][CH:37]=1.CNC.O.C(=O)(O)[O-].[Na+]. (4) Given the product [CH2:9]([O:11][C:12](=[O:15])[CH2:13][O:8][C:5]1[CH:6]=[CH:7][C:2]([Br:1])=[CH:3][CH:4]=1)[CH3:10], predict the reactants needed to synthesize it. The reactants are: [Br:1][C:2]1[CH:7]=[CH:6][C:5]([OH:8])=[CH:4][CH:3]=1.[CH2:9]([O:11][C:12](=[O:15])[CH2:13]Br)[CH3:10]. (5) Given the product [F:44][C:40]1[CH:41]=[CH:42][CH:43]=[C:2]([F:1])[C:3]=1[CH2:4][N:5]1[C:11]2[S:12][C:13]([C:31]3[CH:32]=[CH:33][C:34]([N+:37]([O-:39])=[O:38])=[CH:35][CH:36]=3)=[C:14]([CH2:27][N:28]([CH3:30])[CH3:29])[C:15]=2[C:16](=[O:26])[N:17]([C:18]2[N:19]=[N:20][C:21]([O:24][CH3:25])=[CH:22][CH:23]=2)[C:6]1=[O:7], predict the reactants needed to synthesize it. The reactants are: [F:1][C:2]1[CH:43]=[CH:42][CH:41]=[C:40]([F:44])[C:3]=1[CH2:4][N:5]([C:11]1[S:12][C:13]([C:31]2[CH:36]=[CH:35][C:34]([N+:37]([O-:39])=[O:38])=[CH:33][CH:32]=2)=[C:14]([CH2:27][N:28]([CH3:30])[CH3:29])[C:15]=1[C:16](=[O:26])[NH:17][C:18]1[N:19]=[N:20][C:21]([O:24][CH3:25])=[CH:22][CH:23]=1)[C:6](=O)[O:7]CC.CO.C[O-].[Na+]. (6) Given the product [Cl:26][C:27]1[C:28]([NH:41][C:42](=[O:62])[C:43]2[CH:48]=[CH:47][C:46]([N:49]3[CH2:54][CH2:53][N:52]([C:55](=[O:60])[C:56]([CH3:59])([CH3:58])[CH3:57])[CH2:51][C@H:50]3[CH3:61])=[N:45][CH:44]=2)=[CH:29][C:30]([O:36][C:37]([F:40])([F:39])[F:38])=[C:31]([C:2]2[CH:3]=[CH:4][C:5]([C:8]3[N:9]=[C:10]([C@@H:13]4[CH2:17][C@H:16]([CH3:18])[CH2:15][N:14]4[C:19]([O:21][C:22]([CH3:23])([CH3:25])[CH3:24])=[O:20])[NH:11][CH:12]=3)=[CH:6][CH:7]=2)[CH:32]=1, predict the reactants needed to synthesize it. The reactants are: Br[C:2]1[CH:7]=[CH:6][C:5]([C:8]2[N:9]=[C:10]([C@@H:13]3[CH2:17][C@H:16]([CH3:18])[CH2:15][N:14]3[C:19]([O:21][C:22]([CH3:25])([CH3:24])[CH3:23])=[O:20])[NH:11][CH:12]=2)=[CH:4][CH:3]=1.[Cl:26][C:27]1[C:28]([NH:41][C:42](=[O:62])[C:43]2[CH:48]=[CH:47][C:46]([N:49]3[CH2:54][CH2:53][N:52]([C:55](=[O:60])[C:56]([CH3:59])([CH3:58])[CH3:57])[CH2:51][C@H:50]3[CH3:61])=[N:45][CH:44]=2)=[CH:29][C:30]([O:36][C:37]([F:40])([F:39])[F:38])=[C:31](B(O)O)[CH:32]=1.C(=O)(O)[O-].[Na+].CC1CCCO1. (7) Given the product [Cl:8][C:6]1[CH:7]=[C:2]([C:15]2[C:16]3[C:21](=[CH:20][CH:19]=[CH:18][CH:17]=3)[CH:12]=[N:13][CH:14]=2)[C:3]2[N:4]([CH:9]=[CH:10][N:11]=2)[N:5]=1, predict the reactants needed to synthesize it. The reactants are: Br[C:2]1[C:3]2[N:4]([CH:9]=[CH:10][N:11]=2)[N:5]=[C:6]([Cl:8])[CH:7]=1.[CH:12]1[C:21]2[C:16](=[CH:17][CH:18]=[CH:19][CH:20]=2)[C:15](B(O)O)=[CH:14][N:13]=1.[O-]P([O-])([O-])=O.[K+].[K+].[K+]. (8) Given the product [C:20]1([CH3:24])[CH:21]=[CH:22][CH:23]=[C:18]([CH2:17][CH2:16][O:15][CH2:14][C:13]2[NH:10][C:8](=[O:9])[C:7]3[C:2]([N:1]=2)=[N:3][CH:4]=[N:5][CH:6]=3)[CH:19]=1, predict the reactants needed to synthesize it. The reactants are: [NH2:1][C:2]1[C:7]([C:8]([NH2:10])=[O:9])=[CH:6][N:5]=[CH:4][N:3]=1.CO[C:13](=O)[CH2:14][O:15][CH2:16][CH2:17][C:18]1[CH:19]=[C:20]([CH3:24])[CH:21]=[CH:22][CH:23]=1.[Li+].C[Si]([N-][Si](C)(C)C)(C)C. (9) Given the product [OH:14][C:7]1[C:6]2[C:4](=[O:5])[C:3]([O:2][CH3:1])=[C:24]([CH2:23][O:22][CH3:21])[O:12][C:11]=2[CH:10]=[C:9]([OH:13])[CH:8]=1, predict the reactants needed to synthesize it. The reactants are: [CH3:1][O:2][CH2:3][C:4]([C:6]1[C:11]([OH:12])=[CH:10][C:9]([OH:13])=[CH:8][C:7]=1[OH:14])=[O:5].C([O-])([O-])=O.[K+].[K+].[CH3:21][O:22][CH2:23][C:24](Cl)=O.